Dataset: Reaction yield outcomes from USPTO patents with 853,638 reactions. Task: Predict the reaction yield, written as a fraction of the theoretical maximum amount of product (1.0 means a 100% yield; for example, 0.34 means a 34% yield). (1) The reactants are [NH2:1][C:2]1[CH:3]=[C:4]([CH:21]=[CH:22][C:23]=1[CH3:24])[O:5][C:6]1[CH:7]=[CH:8][C:9]2[N:10]([CH:12]=[C:13]([NH:15][C:16]([CH:18]3[CH2:20][CH2:19]3)=[O:17])[N:14]=2)[N:11]=1.[CH3:25][C:26]1[CH:31]=[CH:30][N:29]=[C:28]([C:32](O)=[O:33])[CH:27]=1.Cl.CN(C)CCCN=C=NCC.ON1C2C=CC=CC=2N=N1.C(N(CC)CC)C. The catalyst is CN(C)C=O. The product is [CH:18]1([C:16]([NH:15][C:13]2[N:14]=[C:9]3[CH:8]=[CH:7][C:6]([O:5][C:4]4[CH:21]=[CH:22][C:23]([CH3:24])=[C:2]([NH:1][C:32]([C:28]5[CH:27]=[C:26]([CH3:25])[CH:31]=[CH:30][N:29]=5)=[O:33])[CH:3]=4)=[N:11][N:10]3[CH:12]=2)=[O:17])[CH2:20][CH2:19]1. The yield is 0.240. (2) The reactants are [N:1]1([NH:10][C:11]([C:13]2[CH:14]=[N:15][C:16]([C:19]3[CH:24]=[CH:23][CH:22]=[C:21]([F:25])[CH:20]=3)=[N:17][CH:18]=2)=[O:12])[C:9]2[C:4](=[CH:5][CH:6]=[CH:7][CH:8]=2)[CH2:3][CH2:2]1. The catalyst is C(Cl)Cl.O=[Mn]=O. The product is [N:1]1([NH:10][C:11]([C:13]2[CH:14]=[N:15][C:16]([C:19]3[CH:24]=[CH:23][CH:22]=[C:21]([F:25])[CH:20]=3)=[N:17][CH:18]=2)=[O:12])[C:9]2[C:4](=[CH:5][CH:6]=[CH:7][CH:8]=2)[CH:3]=[CH:2]1. The yield is 0.540. (3) The reactants are [C:1]([O:5][C:6]([N:8]1[CH2:15][C:14](=[O:16])[CH2:13][C@H:9]1[C:10]([OH:12])=O)=[O:7])([CH3:4])([CH3:3])[CH3:2].C1C=CC2N(O)N=NC=2C=1.C(Cl)CCl.Cl.[F:32][C:33]1([F:38])[CH2:37][CH2:36][NH:35][CH2:34]1.C(=O)(O)[O-].[Na+]. The catalyst is ClCCl. The product is [C:1]([O:5][C:6]([N:8]1[CH2:15][C:14](=[O:16])[CH2:13][C@H:9]1[C:10]([N:35]1[CH2:36][CH2:37][C:33]([F:38])([F:32])[CH2:34]1)=[O:12])=[O:7])([CH3:2])([CH3:3])[CH3:4]. The yield is 0.820. (4) The reactants are [CH3:1][O:2][C:3](=[O:28])[NH:4][CH:5]([C:9]([N:11]1[CH2:15][CH2:14][CH2:13][CH:12]1[C:16]1[NH:17][C:18]([C:21]2[CH:26]=[CH:25][C:24](Br)=[CH:23][CH:22]=2)=[CH:19][N:20]=1)=[O:10])[CH:6]([CH3:8])[CH3:7].[CH3:29][O:30][C:31](=[O:68])[NH:32][CH:33]([C:37]([N:39]1[CH2:43][CH2:42][CH2:41][CH:40]1[C:44]1[NH:45][C:46]([C:49]2[CH:58]=[CH:57][C:56]3[C:51](=[CH:52][CH:53]=[C:54](B4OC(C)(C)C(C)(C)O4)[CH:55]=3)[CH:50]=2)=[CH:47][N:48]=1)=[O:38])[CH:34]([CH3:36])[CH3:35].C([O-])([O-])=O.[K+].[K+].N#N. The catalyst is C1(C)C=CC=CC=1.C1C=CC([P]([Pd]([P](C2C=CC=CC=2)(C2C=CC=CC=2)C2C=CC=CC=2)([P](C2C=CC=CC=2)(C2C=CC=CC=2)C2C=CC=CC=2)[P](C2C=CC=CC=2)(C2C=CC=CC=2)C2C=CC=CC=2)(C2C=CC=CC=2)C2C=CC=CC=2)=CC=1.C1C=CC(P(C2C=CC=CC=2)[C-]2C=CC=C2)=CC=1.C1C=CC(P(C2C=CC=CC=2)[C-]2C=CC=C2)=CC=1.Cl[Pd]Cl.[Fe+2].CN(C=O)C. The product is [CH3:29][O:30][C:31](=[O:68])[NH:32][CH:33]([C:37]([N:39]1[CH2:43][CH2:42][CH2:41][CH:40]1[C:44]1[NH:45][C:46]([C:49]2[CH:58]=[CH:57][C:56]3[C:51](=[CH:52][CH:53]=[C:54]([C:24]4[CH:25]=[CH:26][C:21]([C:18]5[NH:17][C:16]([CH:12]6[CH2:13][CH2:14][CH2:15][N:11]6[C:9](=[O:10])[CH:5]([NH:4][C:3]([O:2][CH3:1])=[O:28])[CH:6]([CH3:8])[CH3:7])=[N:20][CH:19]=5)=[CH:22][CH:23]=4)[CH:55]=3)[CH:50]=2)=[CH:47][N:48]=1)=[O:38])[CH:34]([CH3:36])[CH3:35]. The yield is 0.350.